This data is from Catalyst prediction with 721,799 reactions and 888 catalyst types from USPTO. The task is: Predict which catalyst facilitates the given reaction. (1) Reactant: C[O:2][C:3]1[CH:38]=[CH:37][C:6]2[C:7]3[C:8]([CH:19]([C:22]4[CH:36]=[CH:35][C:25]([O:26][CH2:27][CH2:28][N:29]5[CH2:34][CH2:33][CH2:32][CH2:31][CH2:30]5)=[CH:24][CH:23]=4)[O:20][CH2:21][C:5]=2[CH:4]=1)=[C:9]1[C:14](=[CH:15][CH:16]=3)[CH:13]=[C:12]([O:17]C)[CH:11]=[CH:10]1.C(S)C.[Na].O.[ClH:44]. Product: [ClH:44].[N:29]1([CH2:28][CH2:27][O:26][C:25]2[CH:24]=[CH:23][C:22]([CH:19]3[C:8]4=[C:9]5[C:14](=[CH:15][CH:16]=[C:7]4[C:6]4[CH:37]=[CH:38][C:3]([OH:2])=[CH:4][C:5]=4[CH2:21][O:20]3)[CH:13]=[C:12]([OH:17])[CH:11]=[CH:10]5)=[CH:36][CH:35]=2)[CH2:34][CH2:33][CH2:32][CH2:31][CH2:30]1. The catalyst class is: 39. (2) Reactant: Cl[C:2]1[C:7]([O:8][CH3:9])=[CH:6][C:5]([N+:10]([O-:12])=[O:11])=[C:4]([O:13][CH3:14])[CH:3]=1.C([O-])([O-])=O.[K+].[K+].[N:21]1([CH:27]2[CH2:32][CH2:31][NH:30][CH2:29][CH2:28]2)[CH2:26][CH2:25][CH2:24][CH2:23][CH2:22]1.O. Product: [CH3:9][O:8][C:7]1[CH:6]=[C:5]([N+:10]([O-:12])=[O:11])[C:4]([O:13][CH3:14])=[CH:3][C:2]=1[N:30]1[CH2:31][CH2:32][CH:27]([N:21]2[CH2:26][CH2:25][CH2:24][CH2:23][CH2:22]2)[CH2:28][CH2:29]1. The catalyst class is: 16. (3) Reactant: [F:1][C:2]1[CH:7]=[CH:6][CH:5]=[CH:4][C:3]=1[C:8]1[N:9]=[C:10]([CH2:22][N:23]([CH3:31])[C:24](=[O:30])[O:25][C:26]([CH3:29])([CH3:28])[CH3:27])[S:11][C:12]=1[S:13][C:14]1[CH:19]=[CH:18][CH:17]=[C:16]([O:20][CH3:21])[CH:15]=1.ClC1C=CC=C(C(OO)=[O:40])C=1.S([O-])([O-])(=O)=S.[Na+].[Na+].[OH-:50].[Na+]. Product: [F:1][C:2]1[CH:7]=[CH:6][CH:5]=[CH:4][C:3]=1[C:8]1[N:9]=[C:10]([CH2:22][N:23]([CH3:31])[C:24](=[O:30])[O:25][C:26]([CH3:28])([CH3:27])[CH3:29])[S:11][C:12]=1[S:13]([C:14]1[CH:19]=[CH:18][CH:17]=[C:16]([O:20][CH3:21])[CH:15]=1)(=[O:40])=[O:50]. The catalyst class is: 15. (4) Reactant: [F:1][C:2]1[CH:7]=[CH:6][C:5]([NH2:8])=[CH:4][CH:3]=1.[Li+].C[Si]([N-][Si](C)(C)C)(C)C.F[C:20]1[CH:25]=[C:24]([F:26])[CH:23]=[CH:22][C:21]=1[N+:27]([O-:29])=[O:28]. Product: [F:26][C:24]1[CH:23]=[CH:22][C:21]([N+:27]([O-:29])=[O:28])=[C:20]([NH:8][C:5]2[CH:6]=[CH:7][C:2]([F:1])=[CH:3][CH:4]=2)[CH:25]=1. The catalyst class is: 1. (5) Reactant: Cl.[Cl:2][C:3]1[CH:28]=[CH:27][C:6]2[N:7]3[C:11]([CH2:12][NH:13][CH2:14][C:5]=2[CH:4]=1)=[N:10][N:9]=[C:8]3[C@H:15]1[CH2:20][CH2:19][C@H:18]([C:21]2[N:25]=[C:24]([CH3:26])[O:23][N:22]=2)[CH2:17][CH2:16]1.C(N(C(C)C)C(C)C)C.FC(F)(F)S(O[CH2:44][CH:45]([F:47])[F:46])(=O)=O. Product: [Cl:2][C:3]1[CH:28]=[CH:27][C:6]2[N:7]3[C:11]([CH2:12][N:13]([CH2:44][CH:45]([F:47])[F:46])[CH2:14][C:5]=2[CH:4]=1)=[N:10][N:9]=[C:8]3[C@H:15]1[CH2:20][CH2:19][C@H:18]([C:21]2[N:25]=[C:24]([CH3:26])[O:23][N:22]=2)[CH2:17][CH2:16]1. The catalyst class is: 4. (6) Reactant: CN(C1C=CC=CN=1)C.C(C1C=[CH:20][C:19]2[C:14](=[CH:15][CH:16]=[CH:17][CH:18]=2)[N:13]=1)=C.[C:22]1(=O)[O:27][C:25](=[O:26])[CH2:24][CH2:23]1.O. Product: [N:13]1[C:14]2[C:19](=[CH:18][CH:17]=[CH:16][CH:15]=2)[CH:20]=[CH:22][C:23]=1[CH2:24][C:25]([OH:27])=[O:26]. The catalyst class is: 298.